This data is from Full USPTO retrosynthesis dataset with 1.9M reactions from patents (1976-2016). The task is: Predict the reactants needed to synthesize the given product. (1) Given the product [F:22][C:23]1[CH:31]=[CH:30][C:29]2[C:25](=[C:26]3[NH:32][C:6]([CH:8]4[CH2:9][CH2:10][N:11]([C:14]([O:16][C:17]([CH3:18])([CH3:19])[CH3:20])=[O:15])[CH2:12][CH2:13]4)=[CH:5][C:4](=[O:21])[N:27]3[N:28]=2)[CH:24]=1, predict the reactants needed to synthesize it. The reactants are: C(O[C:4](=[O:21])[CH2:5][C:6]([CH:8]1[CH2:13][CH2:12][N:11]([C:14]([O:16][C:17]([CH3:20])([CH3:19])[CH3:18])=[O:15])[CH2:10][CH2:9]1)=O)C.[F:22][C:23]1[CH:24]=[C:25]2[C:29](=[CH:30][CH:31]=1)[NH:28][N:27]=[C:26]2[NH2:32].P([O-])([O-])([O-])=O.[K+].[K+].[K+].Cl. (2) Given the product [ClH:1].[NH:26]1[C:34]2[C:29](=[CH:30][CH:31]=[C:32]([C:35]([NH:7][C@@H:6]([C:8]([N:10]3[CH2:11][CH2:12][CH:13]([CH:16]4[CH2:21][CH2:20][N:19]([CH3:22])[CH2:18][CH2:17]4)[CH2:14][CH2:15]3)=[O:9])[CH2:5][CH2:4][C:23](=[O:25])[OH:24])=[O:36])[CH:33]=2)[CH:28]=[CH:27]1, predict the reactants needed to synthesize it. The reactants are: [ClH:1].Cl.C[CH:4]([C:23](=[O:25])[OH:24])[CH2:5][C@H:6]([C:8]([N:10]1[CH2:15][CH2:14][CH:13]([CH:16]2[CH2:21][CH2:20][N:19]([CH3:22])[CH2:18][CH2:17]2)[CH2:12][CH2:11]1)=[O:9])[NH2:7].[NH:26]1[C:34]2[C:29](=[CH:30][CH:31]=[C:32]([C:35](O)=[O:36])[CH:33]=2)[CH:28]=[CH:27]1.[Li+].[OH-].Cl. (3) Given the product [CH:38]1([NH:44][C:21]2[N:20]=[C:19]([O:18][C:11]3[C:12]4[C:17](=[CH:16][CH:15]=[CH:14][CH:13]=4)[C:8]([NH:7][C:5](=[O:6])[C:4]4[CH:29]=[C:30]([N:32]5[CH2:37][CH2:36][O:35][CH2:34][CH2:33]5)[CH:31]=[C:2]([F:1])[CH:3]=4)=[CH:9][CH:10]=3)[CH:24]=[CH:23][N:22]=2)[CH2:43][CH2:42][CH2:41][CH2:40][CH2:39]1, predict the reactants needed to synthesize it. The reactants are: [F:1][C:2]1[CH:3]=[C:4]([CH:29]=[C:30]([N:32]2[CH2:37][CH2:36][O:35][CH2:34][CH2:33]2)[CH:31]=1)[C:5]([NH:7][C:8]1[C:17]2[C:12](=[CH:13][CH:14]=[CH:15][CH:16]=2)[C:11]([O:18][C:19]2[CH:24]=[CH:23][N:22]=[C:21](S(C)(=O)=O)[N:20]=2)=[CH:10][CH:9]=1)=[O:6].[CH:38]1([NH2:44])[CH2:43][CH2:42][CH2:41][CH2:40][CH2:39]1. (4) Given the product [F:12][C:13]1[CH:18]=[CH:17][CH:16]=[C:15]([F:19])[C:14]=1[C:20]([N:22]=[C:23]=[S:24])=[O:21].[F:12][C:13]1[CH:18]=[CH:17][CH:16]=[C:15]([F:19])[C:14]=1[C:20]([NH:22][C:23]([NH:44][C:43]1[CH:45]=[CH:46][C:40]([O:39][C:30]2[C:29]3[C:34](=[CH:35][C:36]([O:37][CH3:38])=[C:27]([O:26][CH3:25])[CH:28]=3)[N:33]=[CH:32][CH:31]=2)=[CH:41][CH:42]=1)=[S:24])=[O:21], predict the reactants needed to synthesize it. The reactants are: FC1C=CC=C(F)C=1C(Cl)=O.[F:12][C:13]1[CH:18]=[CH:17][CH:16]=[C:15]([F:19])[C:14]=1[C:20]([N:22]=[C:23]=[S:24])=[O:21].[CH3:25][O:26][C:27]1[CH:28]=[C:29]2[C:34](=[CH:35][C:36]=1[O:37][CH3:38])[N:33]=[CH:32][CH:31]=[C:30]2[O:39][C:40]1[CH:46]=[CH:45][C:43]([NH2:44])=[CH:42][CH:41]=1.C1(C)C=CC=CC=1. (5) Given the product [C:23]([O:27][C:28](=[O:42])[NH:29][C:30]1[CH:35]=[CH:34][C:33]([N:36]2[C:37]([CH3:39])([CH3:38])[C:40](=[NH:41])[N:8]([C:11]3[CH:18]=[CH:17][C:14]([C:15]#[N:16])=[C:13]([C:19]([F:20])([F:22])[F:21])[CH:12]=3)[C:9]2=[S:10])=[CH:32][CH:31]=1)([CH3:26])([CH3:24])[CH3:25], predict the reactants needed to synthesize it. The reactants are: C(N(CC)CC)C.[N:8]([C:11]1[CH:18]=[CH:17][C:14]([C:15]#[N:16])=[C:13]([C:19]([F:22])([F:21])[F:20])[CH:12]=1)=[C:9]=[S:10].[C:23]([O:27][C:28](=[O:42])[NH:29][C:30]1[CH:35]=[CH:34][C:33]([NH:36][C:37]([C:40]#[N:41])([CH3:39])[CH3:38])=[CH:32][CH:31]=1)([CH3:26])([CH3:25])[CH3:24].C(OCC)C.CC(C)=O.